Dataset: Catalyst prediction with 721,799 reactions and 888 catalyst types from USPTO. Task: Predict which catalyst facilitates the given reaction. (1) Product: [N+:1]([C:4]1[CH:5]=[N:6][N:7]([CH2:12][CH2:13][OH:9])[CH:8]=1)([O-:3])=[O:2]. The catalyst class is: 42. Reactant: [N+:1]([C:4]1[CH:5]=[N:6][NH:7][CH:8]=1)([O-:3])=[O:2].[O:9]1[CH2:13][CH2:12]OC1=O.C(=O)([O-])[O-].[Cs+].[Cs+].O. (2) Reactant: [Br:1][C:2]1[CH:7]=[C:6](Br)[C:5]([N+:9]([O-:11])=[O:10])=[CH:4][N:3]=1.[CH3:12][NH2:13].C([O-])([O-])=O.[K+].[K+]. Product: [Br:1][C:2]1[CH:7]=[C:6]([NH:13][CH3:12])[C:5]([N+:9]([O-:11])=[O:10])=[CH:4][N:3]=1. The catalyst class is: 34. (3) Reactant: [CH3:1][C:2]([C:22]([NH2:24])=[O:23])([CH3:21])[NH:3][CH2:4][C:5]1[CH:10]=[C:9]([C:11]2[CH:16]=[CH:15][C:14]([C:17]([F:20])([F:19])[F:18])=[CH:13][CH:12]=2)[CH:8]=[CH:7][N:6]=1.[ClH:25].C(O)(C)C. Product: [ClH:25].[CH3:21][C:2]([C:22]([NH2:24])=[O:23])([CH3:1])[NH:3][CH2:4][C:5]1[CH:10]=[C:9]([C:11]2[CH:16]=[CH:15][C:14]([C:17]([F:18])([F:20])[F:19])=[CH:13][CH:12]=2)[CH:8]=[CH:7][N:6]=1. The catalyst class is: 4.